From a dataset of Catalyst prediction with 721,799 reactions and 888 catalyst types from USPTO. Predict which catalyst facilitates the given reaction. (1) The catalyst class is: 4. Reactant: [NH3:1].Cl[C:3]1([C:14]2[C:15]([O:20][CH2:21][CH3:22])=[N:16][CH:17]=[CH:18][CH:19]=2)[C:11]2[C:6](=[CH:7][CH:8]=[C:9]([Cl:12])[CH:10]=2)[NH:5][C:4]1=[O:13].O. Product: [NH2:1][C:3]1([C:14]2[C:15]([O:20][CH2:21][CH3:22])=[N:16][CH:17]=[CH:18][CH:19]=2)[C:11]2[C:6](=[CH:7][CH:8]=[C:9]([Cl:12])[CH:10]=2)[NH:5][C:4]1=[O:13]. (2) Reactant: Br[C:2]1[C:3](=[O:20])[N:4]([C:9]2[CH:10]=[C:11]([CH:16]=[CH:17][C:18]=2[CH3:19])[C:12]([O:14]C)=O)[CH:5]=[C:6](Br)[N:7]=1.C([N:24](CC)[CH:25]([CH3:27])[CH3:26])(C)C.[C:30]1([CH2:36][NH2:37])[CH:35]=[CH:34][CH:33]=[CH:32][CH:31]=1.[CH:38]1([NH2:41])CC1.C1([Mg]Br)CCCC1.[Cl-].[NH4+]. Product: [C:38]([C:6]1[N:7]=[C:2]([NH:37][CH2:36][C:30]2[CH:35]=[CH:34][CH:33]=[CH:32][CH:31]=2)[C:3](=[O:20])[N:4]([C:9]2[CH:10]=[C:11]([CH:16]=[CH:17][C:18]=2[CH3:19])[C:12]([NH:24][CH:25]2[CH2:26][CH2:27]2)=[O:14])[CH:5]=1)#[N:41]. The catalyst class is: 214. (3) The catalyst class is: 8. Product: [Cl:17][C:7]1[C:8]2[C:13](=[CH:12][C:11]([Cl:16])=[CH:10][CH:9]=2)[CH:14]=[CH:15][C:6]=1[NH2:5]. Reactant: C(OC(=O)[NH:5][C:6]1[CH:15]=[CH:14][C:13]2[C:8](=[CH:9][CH:10]=[C:11]([Cl:16])[CH:12]=2)[C:7]=1[Cl:17])C.[OH-].[K+].O. (4) Reactant: C(O[C@H]([C@H](C(O)=O)OC(=O)C1C=CC=CC=1)C(O)=O)(=O)C1C=CC=CC=1.[CH2:27]([C:29]1[CH:30]=[CH:31][C:32]([CH2:35][CH2:36][O:37][C:38]2[CH:51]=[CH:50][C:41]([CH2:42][C@H:43]3[S:47][C:46](=[O:48])[NH:45][C:44]3=[O:49])=[CH:40][CH:39]=2)=[N:33][CH:34]=1)[CH3:28].[ClH:52]. Product: [ClH:52].[CH2:27]([C:29]1[CH:30]=[CH:31][C:32]([CH2:35][CH2:36][O:37][C:38]2[CH:51]=[CH:50][C:41]([CH2:42][C@H:43]3[S:47][C:46](=[O:48])[NH:45][C:44]3=[O:49])=[CH:40][CH:39]=2)=[N:33][CH:34]=1)[CH3:28]. The catalyst class is: 5.